From a dataset of Catalyst prediction with 721,799 reactions and 888 catalyst types from USPTO. Predict which catalyst facilitates the given reaction. (1) Reactant: [CH3:1][N:2]1[CH2:7][CH2:6][CH:5]([O:8][C:9]2[CH:14]=[CH:13][C:12]([N+:15]([O-])=O)=[CH:11][N:10]=2)[CH2:4][CH2:3]1.[H][H]. Product: [CH3:1][N:2]1[CH2:3][CH2:4][CH:5]([O:8][C:9]2[N:10]=[CH:11][C:12]([NH2:15])=[CH:13][CH:14]=2)[CH2:6][CH2:7]1. The catalyst class is: 19. (2) Reactant: [CH2:1]([C@H:8]([NH:23][C:24](=[O:33])[O:25][CH2:26][C:27]1[CH:32]=[CH:31][CH:30]=[CH:29][CH:28]=1)[CH2:9][NH:10][C:11](=[O:22])[C@H:12]([NH:14]C(OC(C)(C)C)=O)[CH3:13])[C:2]1[CH:7]=[CH:6][CH:5]=[CH:4][CH:3]=1.CO.C(O)(C(F)(F)F)=O. Product: [NH2:14][C@@H:12]([C:11]([NH:10][CH2:9][C@@H:8]([NH:23][C:24](=[O:33])[O:25][CH2:26][C:27]1[CH:28]=[CH:29][CH:30]=[CH:31][CH:32]=1)[CH2:1][C:2]1[CH:7]=[CH:6][CH:5]=[CH:4][CH:3]=1)=[O:22])[CH3:13]. The catalyst class is: 4.